Dataset: Full USPTO retrosynthesis dataset with 1.9M reactions from patents (1976-2016). Task: Predict the reactants needed to synthesize the given product. (1) Given the product [OH:16][CH2:15][CH2:14][C:11]1[CH:12]=[CH:13][C:8]([O:7][CH2:6][CH:5]=[O:4])=[CH:9][CH:10]=1, predict the reactants needed to synthesize it. The reactants are: Cl.C([O:4][CH:5](OCC)[CH2:6][O:7][C:8]1[CH:13]=[CH:12][C:11]([CH2:14][CH2:15][OH:16])=[CH:10][CH:9]=1)C. (2) Given the product [CH2:28]([O:27][P:26]([CH2:31][CH2:32][CH2:33][NH:34][C:16](=[O:18])[CH2:15][N:14]1[C:13]2[C:8]([C:9](=[O:20])[NH:10][C:11](=[O:19])[N:12]=2)=[N:7][C:6]2[CH:21]=[C:2]([CH3:1])[C:3]([CH3:22])=[CH:4][C:5]1=2)(=[O:30])[O:25][CH2:23][CH3:24])[CH3:29], predict the reactants needed to synthesize it. The reactants are: [CH3:1][C:2]1[C:3]([CH3:22])=[CH:4][C:5]2[N:14]([CH2:15][C:16]([OH:18])=O)[C:13]3[C:8]([C:9](=[O:20])[NH:10][C:11](=[O:19])[N:12]=3)=[N:7][C:6]=2[CH:21]=1.[CH2:23]([O:25][P:26]([CH2:31][CH2:32][CH2:33][NH2:34])(=[O:30])[O:27][CH2:28][CH3:29])[CH3:24].CCN(C(C)C)C(C)C.CN(C(ON1N=NC2C=CC=NC1=2)=[N+](C)C)C.F[P-](F)(F)(F)(F)F. (3) Given the product [Cl:32][C:29]1[CH:30]=[CH:31][C:25]([B:15]2[O:16][C:17]([CH3:22])([CH3:23])[C:18]([CH3:20])([CH3:21])[O:19]2)=[C:26]([CH:28]=1)[NH2:27], predict the reactants needed to synthesize it. The reactants are: CC([O-])=O.[K+].[B:15]1([B:15]2[O:19][C:18]([CH3:21])([CH3:20])[C:17]([CH3:23])([CH3:22])[O:16]2)[O:19][C:18]([CH3:21])([CH3:20])[C:17]([CH3:23])([CH3:22])[O:16]1.Br[C:25]1[CH:31]=[CH:30][C:29]([Cl:32])=[CH:28][C:26]=1[NH2:27].N#N. (4) The reactants are: [CH3:1][O:2][C:3]1[CH:4]=[CH:5][C:6]([NH:11][C:12]2[C:13]3[N:14]([CH:27]=[CH:28][N:29]=3)[N:15]=[C:16]([N:18]3[CH2:23][CH2:22][CH2:21][CH:20]([C:24]([OH:26])=O)[CH2:19]3)[CH:17]=2)=[N:7][C:8]=1[O:9][CH3:10].[NH2:30][C:31]1[CH:32]=[C:33]2[C:37](=[CH:38][CH:39]=1)[C:36](=[O:40])[NH:35][C:34]2=[O:41].N1C=CC=CC=1.[ClH:48]. Given the product [ClH:48].[CH3:1][O:2][C:3]1[CH:4]=[CH:5][C:6]([NH:11][C:12]2[C:13]3[N:14]([CH:27]=[CH:28][N:29]=3)[N:15]=[C:16]([N:18]3[CH2:23][CH2:22][CH2:21][CH:20]([C:24]([NH:30][C:31]4[CH:32]=[C:33]5[C:37](=[CH:38][CH:39]=4)[C:36](=[O:40])[NH:35][C:34]5=[O:41])=[O:26])[CH2:19]3)[CH:17]=2)=[N:7][C:8]=1[O:9][CH3:10], predict the reactants needed to synthesize it. (5) Given the product [CH3:9][C@@H:8]1[CH2:7][CH2:6][CH2:5][N:4]([C:10]([C:12]2[CH:17]=[C:16]([CH3:18])[CH:15]=[CH:14][C:13]=2[N:19]2[CH:23]=[CH:22][C:21]([CH3:24])=[N:20]2)=[O:11])[C@@H:3]1[CH2:2][NH:1][C:26]1[N:27]=[N:28][C:29]([C:32]([F:35])([F:34])[F:33])=[CH:30][CH:31]=1, predict the reactants needed to synthesize it. The reactants are: [NH2:1][CH2:2][C@@H:3]1[C@H:8]([CH3:9])[CH2:7][CH2:6][CH2:5][N:4]1[C:10]([C:12]1[CH:17]=[C:16]([CH3:18])[CH:15]=[CH:14][C:13]=1[N:19]1[CH:23]=[CH:22][C:21]([CH3:24])=[N:20]1)=[O:11].Cl[C:26]1[N:27]=[N:28][C:29]([C:32]([F:35])([F:34])[F:33])=[CH:30][CH:31]=1. (6) Given the product [C:34]([C:36]([CH3:41])([CH3:40])[C:37]([N:6]1[CH2:7][C@H:3]([CH2:1][CH3:2])[C@H:4]([NH:8][C:9]2[C:10]3[N:11]([CH:18]=[C:19]([C:21]4[CH:22]=[N:23][C:24]([CH2:27][NH:28][C:29](=[O:33])[CH2:30][O:31][CH3:32])=[CH:25][CH:26]=4)[CH:20]=3)[N:12]=[CH:13][C:14]=2[C:15]([NH2:17])=[O:16])[CH2:5]1)=[O:38])#[N:35], predict the reactants needed to synthesize it. The reactants are: [CH2:1]([C@H:3]1[CH2:7][NH:6][CH2:5][C@H:4]1[NH:8][C:9]1[C:10]2[N:11]([CH:18]=[C:19]([C:21]3[CH:22]=[N:23][C:24]([CH2:27][NH:28][C:29](=[O:33])[CH2:30][O:31][CH3:32])=[CH:25][CH:26]=3)[CH:20]=2)[N:12]=[CH:13][C:14]=1[C:15]([NH2:17])=[O:16])[CH3:2].[C:34]([C:36]([CH3:41])([CH3:40])[C:37](O)=[O:38])#[N:35].F[P-](F)(F)(F)(F)F.N1(O[P+](N(C)C)(N(C)C)N(C)C)C2C=CC=CC=2N=N1.CCN(C(C)C)C(C)C. (7) Given the product [Cl:1][C:2]1[C:3]([CH2:9][CH2:10][O:11][CH2:12][CH3:13])=[N:4][C:5]([S:15][CH3:14])=[CH:6][CH:7]=1, predict the reactants needed to synthesize it. The reactants are: [Cl:1][C:2]1[C:3]([CH2:9][CH2:10][O:11][CH2:12][CH3:13])=[N:4][C:5](Cl)=[CH:6][CH:7]=1.[CH3:14][S:15](C)=O. (8) Given the product [ClH:1].[CH3:43][N:44]([CH3:51])[CH2:45][CH2:46][O:47][CH2:48][CH2:49][O:36][C:35](=[O:37])[C:34]1[CH:38]=[CH:39][C:31]([NH:30][C:28]([C@H:9]2[C@H:8]([C:4]3[CH:5]=[CH:6][CH:7]=[C:2]([Cl:1])[C:3]=3[F:42])[C@:12]([C:15]3[CH:20]=[CH:19][C:18]([Cl:21])=[CH:17][C:16]=3[F:22])([C:13]#[N:14])[C@H:11]([CH2:23][C:24]([CH3:26])([CH3:27])[CH3:25])[NH:10]2)=[O:29])=[C:32]([O:40][CH3:41])[CH:33]=1, predict the reactants needed to synthesize it. The reactants are: [Cl:1][C:2]1[C:3]([F:42])=[C:4]([C@@H:8]2[C@:12]([C:15]3[CH:20]=[CH:19][C:18]([Cl:21])=[CH:17][C:16]=3[F:22])([C:13]#[N:14])[C@H:11]([CH2:23][C:24]([CH3:27])([CH3:26])[CH3:25])[NH:10][C@H:9]2[C:28]([NH:30][C:31]2[CH:39]=[CH:38][C:34]([C:35]([OH:37])=[O:36])=[CH:33][C:32]=2[O:40][CH3:41])=[O:29])[CH:5]=[CH:6][CH:7]=1.[CH3:43][N:44]([CH3:51])[CH2:45][CH2:46][O:47][CH2:48][CH2:49]O. (9) Given the product [F:22][C:23]1[CH:28]=[C:27]([N+:29]([O-:31])=[O:30])[CH:26]=[CH:25][C:24]=1[O:32][C:2]1[CH:7]=[CH:6][N:5]=[C:4]2[CH:8]=[C:9]([C:11]3[N:12]=[CH:13][N:14]([CH2:16][C:17]([O:19][CH2:20][CH3:21])=[O:18])[CH:15]=3)[S:10][C:3]=12, predict the reactants needed to synthesize it. The reactants are: Cl[C:2]1[CH:7]=[CH:6][N:5]=[C:4]2[CH:8]=[C:9]([C:11]3[N:12]=[CH:13][N:14]([CH2:16][C:17]([O:19][CH2:20][CH3:21])=[O:18])[CH:15]=3)[S:10][C:3]=12.[F:22][C:23]1[CH:28]=[C:27]([N+:29]([O-:31])=[O:30])[CH:26]=[CH:25][C:24]=1[OH:32].C([O-])([O-])=O.[K+].[K+]. (10) Given the product [Br:1][C:2]1[C:3]([NH:21][CH2:20][CH2:19][O:18][CH3:17])=[N:4][C:5]([Cl:8])=[N:6][CH:7]=1, predict the reactants needed to synthesize it. The reactants are: [Br:1][C:2]1[C:3](Cl)=[N:4][C:5]([Cl:8])=[N:6][CH:7]=1.C(N(CC)CC)C.[CH3:17][O:18][CH2:19][CH2:20][NH2:21].C(OC(=O)C)C.